The task is: Predict the reactants needed to synthesize the given product.. This data is from Full USPTO retrosynthesis dataset with 1.9M reactions from patents (1976-2016). (1) Given the product [Br:22][C:23]1[CH:28]=[CH:27][C:26]([CH:29]=[C:30]([CH3:33])[CH2:31][Br:20])=[CH:25][CH:24]=1, predict the reactants needed to synthesize it. The reactants are: C1(P(C2C=CC=CC=2)C2C=CC=CC=2)C=CC=CC=1.[Br:20]Br.[Br:22][C:23]1[CH:28]=[CH:27][C:26]([CH:29]=[C:30]([CH3:33])[CH2:31]O)=[CH:25][CH:24]=1. (2) The reactants are: Cl[C:2]1[N:34]=[C:5]2[C:6]([C:24]3[CH:29]=[CH:28][CH:27]=[C:26]([C:30]([F:33])([F:32])[F:31])[CH:25]=3)=[C:7]([CH3:23])[C:8]([C:10]3[N:14]([C:15]4[CH:22]=[CH:21][C:18]([C:19]#[N:20])=[CH:17][CH:16]=4)[N:13]=[CH:12][CH:11]=3)=[CH:9][N:4]2[N:3]=1.[CH3:35][N:36]([CH3:40])[CH2:37][CH2:38][NH2:39].CN(C)CCCNC1N=C2C(C3C=CC=C(C(F)(F)F)C=3)=C(C)C(C3N(C4C=CC(C#N)=CC=4)N=CC=3)=CN2N=1. Given the product [CH3:35][N:36]([CH3:40])[CH2:37][CH2:38][NH:39][C:2]1[N:34]=[C:5]2[C:6]([C:24]3[CH:29]=[CH:28][CH:27]=[C:26]([C:30]([F:33])([F:32])[F:31])[CH:25]=3)=[C:7]([CH3:23])[C:8]([C:10]3[N:14]([C:15]4[CH:22]=[CH:21][C:18]([C:19]#[N:20])=[CH:17][CH:16]=4)[N:13]=[CH:12][CH:11]=3)=[CH:9][N:4]2[N:3]=1, predict the reactants needed to synthesize it. (3) Given the product [F:25][C:13]([F:12])([F:24])[C:14]1[CH:15]=[CH:16][C:17]([S:20]([N:1]2[C:9]3[C:4](=[CH:5][CH:6]=[CH:7][CH:8]=3)[C:3]([CH:10]=[O:11])=[CH:2]2)(=[O:22])=[O:21])=[CH:18][CH:19]=1, predict the reactants needed to synthesize it. The reactants are: [NH:1]1[C:9]2[C:4](=[CH:5][CH:6]=[CH:7][CH:8]=2)[C:3]([CH:10]=[O:11])=[CH:2]1.[F:12][C:13]([F:25])([F:24])[C:14]1[CH:19]=[CH:18][C:17]([S:20](Cl)(=[O:22])=[O:21])=[CH:16][CH:15]=1.C(N(C(C)C)CC)(C)C.C(=O)([O-])O.[Na+]. (4) Given the product [CH3:18][O:17][C:15]1[N:14]([CH3:19])[N:13]=[C:12]([C:8]2[C:7]([CH3:20])=[CH:6][C:5]([OH:4])=[C:10]([CH3:11])[CH:9]=2)[CH:16]=1, predict the reactants needed to synthesize it. The reactants are: C([O:4][C:5]1[C:10]([CH3:11])=[CH:9][C:8]([C:12]2[CH:16]=[C:15]([O:17][CH3:18])[N:14]([CH3:19])[N:13]=2)=[C:7]([CH3:20])[CH:6]=1)(C)C.CN1C(OC)=C(C)C(C2C=CC(OC(C)C)=C(C)C=2)=N1. (5) Given the product [C:16]([C:2]1[C:7]([N+:8]([O-:10])=[O:9])=[CH:6][CH:5]=[C:4]([Cl:11])[C:3]=1[S:12]([NH2:15])(=[O:14])=[O:13])(=[O:18])[CH3:17], predict the reactants needed to synthesize it. The reactants are: Cl[C:2]1[C:7]([N+:8]([O-:10])=[O:9])=[CH:6][CH:5]=[C:4]([Cl:11])[C:3]=1[S:12]([NH2:15])(=[O:14])=[O:13].[C:16]([O-])(=[O:18])[CH3:17].[K+].C1OCCOCCOCCOCCOCCOC1.Cl.